This data is from Full USPTO retrosynthesis dataset with 1.9M reactions from patents (1976-2016). The task is: Predict the reactants needed to synthesize the given product. Given the product [N:17]1([CH2:2][CH2:3][CH2:4][CH2:5][NH2:6])[CH2:22][CH2:21][O:20][CH2:19][CH2:18]1, predict the reactants needed to synthesize it. The reactants are: Br[CH2:2][CH2:3][CH2:4][CH2:5][N:6]1C(=O)C2C(=CC=CC=2)C1=O.[NH:17]1[CH2:22][CH2:21][O:20][CH2:19][CH2:18]1.C(N(CC)CC)C.O.NN.